This data is from HIV replication inhibition screening data with 41,000+ compounds from the AIDS Antiviral Screen. The task is: Binary Classification. Given a drug SMILES string, predict its activity (active/inactive) in a high-throughput screening assay against a specified biological target. The molecule is O=C1CSc2ccccc2-n2cccc21. The result is 0 (inactive).